Dataset: Forward reaction prediction with 1.9M reactions from USPTO patents (1976-2016). Task: Predict the product of the given reaction. (1) Given the reactants C([O:3][C:4]([C:6]1[C:7]([CH:23]2[CH2:25][CH2:24]2)=[N:8][N:9]([C:12]2[CH:17]=[CH:16][CH:15]=[C:14]([O:18][C:19]([F:22])([F:21])[F:20])[CH:13]=2)[C:10]=1[CH3:11])=[O:5])C.[OH-].[Na+], predict the reaction product. The product is: [CH:23]1([C:7]2[C:6]([C:4]([OH:5])=[O:3])=[C:10]([CH3:11])[N:9]([C:12]3[CH:17]=[CH:16][CH:15]=[C:14]([O:18][C:19]([F:21])([F:22])[F:20])[CH:13]=3)[N:8]=2)[CH2:25][CH2:24]1. (2) Given the reactants [CH3:1][O:2][C:3]1[CH:4]=[C:5]([NH:13][C:14]([CH:16]2[CH2:21][CH:20]([O:22][CH2:23][CH2:24][CH2:25][CH2:26][CH2:27][CH2:28][CH2:29][CH2:30][CH2:31][CH2:32][CH2:33][CH2:34][CH2:35][CH2:36][CH2:37][CH2:38][CH2:39][CH3:40])[CH:19]([O:41][CH2:42][CH2:43][CH2:44][CH2:45][CH2:46][CH2:47][CH2:48][CH2:49][CH2:50][CH2:51][CH2:52][CH2:53][CH2:54][CH2:55][CH2:56][CH2:57][CH2:58][CH3:59])[CH:18]([O:60][CH2:61][CH2:62][CH2:63][CH2:64][CH2:65][CH2:66][CH2:67][CH2:68][CH2:69][CH2:70][CH2:71][CH2:72][CH2:73][CH2:74][CH2:75][CH2:76][CH2:77][CH3:78])[CH2:17]2)=[O:15])[CH:6]=[CH:7][C:8]=1[C:9](OC)=[O:10].CC(C[AlH]CC(C)C)C.C1(C)C=CC=CC=1.Cl, predict the reaction product. The product is: [OH:10][CH2:9][C:8]1[CH:7]=[CH:6][C:5]([NH:13][C:14]([CH:16]2[CH2:21][CH:20]([O:22][CH2:23][CH2:24][CH2:25][CH2:26][CH2:27][CH2:28][CH2:29][CH2:30][CH2:31][CH2:32][CH2:33][CH2:34][CH2:35][CH2:36][CH2:37][CH2:38][CH2:39][CH3:40])[CH:19]([O:41][CH2:42][CH2:43][CH2:44][CH2:45][CH2:46][CH2:47][CH2:48][CH2:49][CH2:50][CH2:51][CH2:52][CH2:53][CH2:54][CH2:55][CH2:56][CH2:57][CH2:58][CH3:59])[CH:18]([O:60][CH2:61][CH2:62][CH2:63][CH2:64][CH2:65][CH2:66][CH2:67][CH2:68][CH2:69][CH2:70][CH2:71][CH2:72][CH2:73][CH2:74][CH2:75][CH2:76][CH2:77][CH3:78])[CH2:17]2)=[O:15])=[CH:4][C:3]=1[O:2][CH3:1]. (3) The product is: [C:15]([CH2:16][CH:17]1[C:43]2[C:38](=[CH:39][CH:40]=[CH:41][CH:42]=2)[C:19]2([CH2:24][CH2:23][N:22]([C:25]([NH:27][CH:28]3[CH2:35][CH2:34][CH2:33][CH2:37][CH2:29]3)=[O:26])[CH2:21][CH2:20]2)[CH2:18]1)#[N:14]. Given the reactants FC(F)(F)C(OC(=O)C(F)(F)F)=O.[NH2:14][C:15](=O)[CH2:16][CH:17]1[C:43]2[C:38](=[CH:39][CH:40]=[CH:41][CH:42]=2)[C:19]2([CH2:24][CH2:23][N:22]([C:25]([NH:27][CH:28]3[CH:35]4CC5C[CH:33]([CH2:37][CH:29]3C5)[CH2:34]4)=[O:26])[CH2:21][CH2:20]2)[CH2:18]1.N1C=CC=CC=1, predict the reaction product. (4) The product is: [I:1][C:9]1[C:10]([NH:12][C:13](=[O:15])[CH3:14])=[CH:11][C:6]2[O:5][CH2:4][O:3][C:7]=2[CH:8]=1. Given the reactants [I:1]Cl.[O:3]1[C:7]2[CH:8]=[CH:9][C:10]([NH:12][C:13](=[O:15])[CH3:14])=[CH:11][C:6]=2[O:5][CH2:4]1, predict the reaction product.